Dataset: NCI-60 drug combinations with 297,098 pairs across 59 cell lines. Task: Regression. Given two drug SMILES strings and cell line genomic features, predict the synergy score measuring deviation from expected non-interaction effect. (1) Cell line: UACC62. Drug 1: CCCCCOC(=O)NC1=NC(=O)N(C=C1F)C2C(C(C(O2)C)O)O. Drug 2: C1=NC2=C(N=C(N=C2N1C3C(C(C(O3)CO)O)F)Cl)N. Synergy scores: CSS=2.02, Synergy_ZIP=-0.714, Synergy_Bliss=-0.262, Synergy_Loewe=0.222, Synergy_HSA=-0.625. (2) Drug 1: CC1C(C(CC(O1)OC2CC(CC3=C2C(=C4C(=C3O)C(=O)C5=C(C4=O)C(=CC=C5)OC)O)(C(=O)C)O)N)O.Cl. Drug 2: C1CN(CCN1C(=O)CCBr)C(=O)CCBr. Cell line: A549. Synergy scores: CSS=38.8, Synergy_ZIP=-9.45, Synergy_Bliss=-0.793, Synergy_Loewe=-4.13, Synergy_HSA=0.486. (3) Drug 1: CS(=O)(=O)CCNCC1=CC=C(O1)C2=CC3=C(C=C2)N=CN=C3NC4=CC(=C(C=C4)OCC5=CC(=CC=C5)F)Cl. Drug 2: COCCOC1=C(C=C2C(=C1)C(=NC=N2)NC3=CC=CC(=C3)C#C)OCCOC.Cl. Cell line: SF-268. Synergy scores: CSS=2.18, Synergy_ZIP=0.444, Synergy_Bliss=2.50, Synergy_Loewe=0.713, Synergy_HSA=1.04. (4) Drug 2: C1C(C(OC1N2C=NC3=C(N=C(N=C32)Cl)N)CO)O. Drug 1: CC(CN1CC(=O)NC(=O)C1)N2CC(=O)NC(=O)C2. Synergy scores: CSS=31.1, Synergy_ZIP=-2.88, Synergy_Bliss=4.08, Synergy_Loewe=4.30, Synergy_HSA=4.77. Cell line: K-562. (5) Drug 1: C1=NC2=C(N=C(N=C2N1C3C(C(C(O3)CO)O)O)F)N. Drug 2: CC1C(C(CC(O1)OC2CC(CC3=C2C(=C4C(=C3O)C(=O)C5=C(C4=O)C(=CC=C5)OC)O)(C(=O)CO)O)N)O.Cl. Cell line: DU-145. Synergy scores: CSS=20.2, Synergy_ZIP=-2.25, Synergy_Bliss=0.682, Synergy_Loewe=-24.1, Synergy_HSA=-0.994. (6) Drug 1: CC1=C(C=C(C=C1)NC2=NC=CC(=N2)N(C)C3=CC4=NN(C(=C4C=C3)C)C)S(=O)(=O)N.Cl. Drug 2: CC(CN1CC(=O)NC(=O)C1)N2CC(=O)NC(=O)C2. Cell line: HCC-2998. Synergy scores: CSS=8.96, Synergy_ZIP=7.37, Synergy_Bliss=10.1, Synergy_Loewe=-1.35, Synergy_HSA=-1.02. (7) Synergy scores: CSS=18.5, Synergy_ZIP=0.710, Synergy_Bliss=2.12, Synergy_Loewe=-26.6, Synergy_HSA=0.833. Drug 1: C(=O)(N)NO. Cell line: SF-295. Drug 2: C1=NC2=C(N1)C(=S)N=CN2. (8) Drug 1: CC1=C(C(=CC=C1)Cl)NC(=O)C2=CN=C(S2)NC3=CC(=NC(=N3)C)N4CCN(CC4)CCO. Drug 2: CCN(CC)CCNC(=O)C1=C(NC(=C1C)C=C2C3=C(C=CC(=C3)F)NC2=O)C. Cell line: ACHN. Synergy scores: CSS=25.9, Synergy_ZIP=-4.30, Synergy_Bliss=1.70, Synergy_Loewe=-8.36, Synergy_HSA=1.06.